Dataset: Forward reaction prediction with 1.9M reactions from USPTO patents (1976-2016). Task: Predict the product of the given reaction. (1) Given the reactants [Cl:1][C:2]1C=C[C:5]([CH3:8])=[CH:4][N:3]=1.OO.NC(N)=[O:13].F[C:16](F)(F)[C:17](O)=O.S(S([O-])=O)([O-])=O.[Na+].[Na+].Cl, predict the reaction product. The product is: [Cl:1][C:2]1[C:17]([CH3:16])=[CH:8][CH:5]=[CH:4][N+:3]=1[O-:13]. (2) Given the reactants [Br:1][C:2]1[CH:26]=[CH:25][C:5]2[N:6]([C:21]([CH3:24])([CH3:23])[CH3:22])[C:7]([C:9]3[CH:14]=[CH:13][CH:12]=[CH:11][C:10]=3[C:15]3[O:19][C:18](=[O:20])[NH:17][N:16]=3)=[N:8][C:4]=2[CH:3]=1.[H-].[Na+].[CH3:29]I, predict the reaction product. The product is: [Br:1][C:2]1[CH:26]=[CH:25][C:5]2[N:6]([C:21]([CH3:23])([CH3:22])[CH3:24])[C:7]([C:9]3[CH:14]=[CH:13][CH:12]=[CH:11][C:10]=3[C:15]3[O:19][C:18](=[O:20])[N:17]([CH3:29])[N:16]=3)=[N:8][C:4]=2[CH:3]=1. (3) Given the reactants [OH:1][CH2:2][CH2:3][C@H:4]1[CH2:8][O:7][C:6]([CH3:10])([CH3:9])[N:5]1[C:11]([O:13][C:14]([CH3:17])([CH3:16])[CH3:15])=[O:12].[H-].[Na+].Cl[C:21]1[CH:26]=[CH:25][C:24]([C:27]([F:30])([F:29])[F:28])=[CH:23][N:22]=1, predict the reaction product. The product is: [C:14]([O:13][C:11]([N:5]1[C@@H:4]([CH2:3][CH2:2][O:1][C:21]2[CH:26]=[CH:25][C:24]([C:27]([F:30])([F:29])[F:28])=[CH:23][N:22]=2)[CH2:8][O:7][C:6]1([CH3:10])[CH3:9])=[O:12])([CH3:17])([CH3:16])[CH3:15]. (4) Given the reactants Cl.Cl.[NH2:3][CH2:4][C@@:5]1([OH:13])[CH:10]2[CH2:11][CH2:12][N:7]([CH2:8][CH2:9]2)[CH2:6]1.C([O-])([O-])=O.[Cs+].[Cs+].[N:20]([C:23]1[CH:28]=[N:27][C:26]([S:29][CH3:30])=[CH:25][N:24]=1)=[C:21]=S.C(N=C=NC(C)C)(C)C, predict the reaction product. The product is: [CH3:30][S:29][C:26]1[N:27]=[CH:28][C:23]([NH:20][C:21]2[O:13][C@:5]3([CH2:4][N:3]=2)[CH:10]2[CH2:9][CH2:8][N:7]([CH2:12][CH2:11]2)[CH2:6]3)=[N:24][CH:25]=1. (5) Given the reactants C1N2CC[N:3](CC2)[CH2:2]1.[C-]#N.[K+].[CH:12]1([N:17]([C:26]2[C:31]([Cl:32])=[CH:30][N:29]=[C:28](Cl)[N:27]=2)[NH:18][C:19]([O:21][C:22]([CH3:25])([CH3:24])[CH3:23])=[O:20])[CH2:16][CH2:15][CH2:14][CH2:13]1.CCOC(C)=O, predict the reaction product. The product is: [Cl:32][C:31]1[C:26]([N:17]([CH:12]2[CH2:16][CH2:15][CH2:14][CH2:13]2)[NH:18][C:19]([O:21][C:22]([CH3:25])([CH3:24])[CH3:23])=[O:20])=[N:27][C:28]([C:2]#[N:3])=[N:29][CH:30]=1. (6) Given the reactants BrC1C(N2CCN(C(NC3C=CC=CC=3)=O)CC2)=C2N=C(C3C=CC(N(C)C)=CC=3)NC2=NC=1.[NH2:35][C:36]1[C:41]([N+:42]([O-])=O)=[C:40]([N:45]2[CH2:50][CH2:49][N:48]([CH2:51][C:52]([NH:54][C:55]3[S:56][CH:57]=[CH:58][N:59]=3)=[O:53])[CH2:47][CH2:46]2)[C:39]([Br:60])=[CH:38][N:37]=1.[O-]S(S([O-])=O)=O.[Na+].[Na+].[CH:69]([CH:71]1[CH2:73][CH:72]1[C:74]([O:76][CH2:77][CH3:78])=[O:75])=O, predict the reaction product. The product is: [Br:60][C:39]1[C:40]([N:45]2[CH2:50][CH2:49][N:48]([CH2:51][C:52](=[O:53])[NH:54][C:55]3[S:56][CH:57]=[CH:58][N:59]=3)[CH2:47][CH2:46]2)=[C:41]2[N:42]=[C:69]([CH:71]3[CH2:73][CH:72]3[C:74]([O:76][CH2:77][CH3:78])=[O:75])[NH:35][C:36]2=[N:37][CH:38]=1. (7) Given the reactants [CH2:1]([N:4]1[CH2:13][CH2:12][C:11]2[C:6](=[CH:7][CH:8]=[CH:9][C:10]=2[NH:14]CC(O)=O)[CH2:5]1)[C:2]#[CH:3].C([Br:22])C#C, predict the reaction product. The product is: [Br-:22].[NH2:14][C:10]1[CH:9]=[CH:8][CH:7]=[C:6]2[C:11]=1[CH:12]=[CH:13][N+:4]([CH2:1][C:2]#[CH:3])=[CH:5]2. (8) Given the reactants Br[C:2]1[CH:15]=[CH:14][C:5]2[S:6][C:7]([CH:9]([O:12][CH3:13])[O:10][CH3:11])=[CH:8][C:4]=2[CH:3]=1.CC1(C)C(C)(C)OB([C:24]2[CH:25]=[C:26]3[C:30](=[CH:31][CH:32]=2)[C:29](=[O:33])[O:28][CH2:27]3)O1, predict the reaction product. The product is: [CH3:11][O:10][CH:9]([O:12][CH3:13])[C:7]1[S:6][C:5]2[CH:14]=[CH:15][C:2]([C:24]3[CH:25]=[C:26]4[C:30](=[CH:31][CH:32]=3)[C:29](=[O:33])[O:28][CH2:27]4)=[CH:3][C:4]=2[CH:8]=1. (9) Given the reactants Br[C:2]1[CH:7]=[CH:6][C:5]([C@@H:8]([N:10]2[CH2:15][CH2:14][C@:13]([CH2:22][CH2:23][CH2:24][OH:25])([C:16]3[CH:21]=[CH:20][CH:19]=[CH:18][CH:17]=3)[O:12][C:11]2=[O:26])[CH3:9])=[CH:4][CH:3]=1.Br[C:28]1[CH:33]=[CH:32][N:31]=[C:30]([OH:34])[CH:29]=1, predict the reaction product. The product is: [OH:25][CH2:24][CH2:23][CH2:22][C@@:13]1([C:16]2[CH:21]=[CH:20][CH:19]=[CH:18][CH:17]=2)[O:12][C:11](=[O:26])[N:10]([C@H:8]([C:5]2[CH:6]=[CH:7][C:2]([C:28]3[CH:33]=[CH:32][N:31]=[C:30]([OH:34])[CH:29]=3)=[CH:3][CH:4]=2)[CH3:9])[CH2:15][CH2:14]1.